From a dataset of Catalyst prediction with 721,799 reactions and 888 catalyst types from USPTO. Predict which catalyst facilitates the given reaction. Reactant: C(OC([C:11]1[NH:12][C:13]2[CH2:14][CH2:15][C:16]([CH3:23])([CH3:22])[C:17](=[O:21])[C:18]=2[C:19]=1[CH3:20])=O)C1C=CC=CC=1.[H][H]. Product: [CH3:20][C:19]1[C:18]2[C:17](=[O:21])[C:16]([CH3:23])([CH3:22])[CH2:15][CH2:14][C:13]=2[NH:12][CH:11]=1. The catalyst class is: 407.